From a dataset of HIV replication inhibition screening data with 41,000+ compounds from the AIDS Antiviral Screen. Binary Classification. Given a drug SMILES string, predict its activity (active/inactive) in a high-throughput screening assay against a specified biological target. The molecule is COc1ccc(-c2c3c(n(C4OC(COC(C)=O)C(OC(C)=O)C(OC(C)=O)C4OC(C)=O)c(=S)c2C#N)CCC3)cc1. The result is 0 (inactive).